From a dataset of Experimentally validated miRNA-target interactions with 360,000+ pairs, plus equal number of negative samples. Binary Classification. Given a miRNA mature sequence and a target amino acid sequence, predict their likelihood of interaction. (1) The miRNA is mmu-miR-96-3p with sequence CAAUCAUGUGUAGUGCCAAUAU. The protein sequence of the target gene is MPLLHRKPFVRQKPPADLRPDEEVFYCKVTNEIFRHYDDFFERTILCNSLVWSCAVTGRPGLTYQEALESEKKARQNLQSFPEPLIIPVLYLTSLTHRSRLHEICDDIFAYVKDRYFVEETVEVIRNNGARLQCRILEVLPPSHQNGFANGHVNSVDGETIIISDSDDSETQSCSFQNGKKKDAIDPLLFKYKVQPTKKELHESAIVKATQISRRKHLFSRDKLKLFLKQHCEPQDGVIKIKASSLSTYKIAEQDFSYFFPDDPPTFIFSPANRRRGRPPKRIHISQEDNVANKQTLASY.... Result: 0 (no interaction). (2) The miRNA is hsa-miR-1255a with sequence AGGAUGAGCAAAGAAAGUAGAUU. The protein sequence of the target gene is MAEAPQVVETDPDFEPLPRQRSCTWPLPRPEFNQSNSTTSSPAPSGGAAANPDAAASLASASAVSTDFMSNLSLLEESEDFARAPGCVAVAAAAAASRGLCGDFQGPEAGCVHPAPPQPPPTGPLSQPPPVPPSAAAAAGPLAGQPRKTSSSRRNAWGNLSYADLITKAIESSAEKRLTLSQIYEWMVKSVPYFKDKGDSNSSAGWKNSIRHNLSLHSKFIRVQNEGTGKSSWWMLNPEGGKSGKSPRRRAASMDNNSKFAKSRGRAAKKKASLQSGQEGPGDSPGSQFSKWPASPGSHS.... Result: 0 (no interaction). (3) The miRNA is mmu-miR-466d-3p with sequence UAUACAUACACGCACACAUAG. The protein sequence of the target gene is MNLELLESFGQNYPEEADGTLDCISMALTCTFNRWGTLLAVGCNDGRIVIWDFLTRGIAKIISAHIHPVCSLCWSRDGHKLVSASTDNIVSQWDVLSGDCDQRFRFPSPILKVQYHPRDQNKVLVCPMKSAPVMLTLSDSKHVVLPVDDDSDLNVVASFDRRGEYIYTGNAKGKILVLKTDSQDLVASFRVTTGTSNTTAIKSIEFARKGSCFLINTADRIIRVYDGREILTCGRDGEPEPMQKLQDLVNRTPWKKCCFSGDGEYIVAGSARQHALYIWEKSIGNLVKILHGTRGELLLD.... Result: 1 (interaction).